This data is from Full USPTO retrosynthesis dataset with 1.9M reactions from patents (1976-2016). The task is: Predict the reactants needed to synthesize the given product. (1) Given the product [CH3:10][O:11][C:2]1[CH:7]=[C:6]([C:8]#[N:9])[CH:5]=[CH:4][N:3]=1, predict the reactants needed to synthesize it. The reactants are: Cl[C:2]1[CH:7]=[C:6]([C:8]#[N:9])[CH:5]=[CH:4][N:3]=1.[CH3:10][O-:11].[Na+].CO. (2) Given the product [CH3:30][S:27]([C:24]1[CH:23]=[CH:22][C:21]([O:20][C:16]2[CH:17]=[C:18]3[C:13](=[C:14]([O:31][CH:32]4[CH2:37][CH2:36][O:35][CH2:34][CH2:33]4)[CH:15]=2)[NH:12][C:11]([C:9]2[S:10][CH:6]([CH2:5][CH2:4][OH:3])[CH2:7][N:8]=2)=[CH:19]3)=[CH:26][CH:25]=1)(=[O:29])=[O:28], predict the reactants needed to synthesize it. The reactants are: C([O:3][C:4](=O)[CH2:5][CH:6]1[S:10][C:9]([C:11]2[NH:12][C:13]3[C:18]([CH:19]=2)=[CH:17][C:16]([O:20][C:21]2[CH:26]=[CH:25][C:24]([S:27]([CH3:30])(=[O:29])=[O:28])=[CH:23][CH:22]=2)=[CH:15][C:14]=3[O:31][CH:32]2[CH2:37][CH2:36][O:35][CH2:34][CH2:33]2)=[N:8][CH2:7]1)C.[BH4-].[Li+].O.CO. (3) Given the product [C:1]([O:5][C:6](=[O:7])[NH:8][CH:9]([C:10](=[O:12])[NH:29][C:26]1[CH:27]=[CH:28][N:24]([CH2:23][C:22]([OH:21])([CH3:52])[CH3:54])[N:25]=1)[CH2:13][CH:14]1[CH2:19][CH2:18][O:17][CH2:16][CH2:15]1)([CH3:2])([CH3:3])[CH3:4], predict the reactants needed to synthesize it. The reactants are: [C:1]([O:5][C:6]([NH:8][CH:9]([CH2:13][CH:14]1[CH2:19][CH2:18][O:17][CH2:16][CH2:15]1)[C:10]([OH:12])=O)=[O:7])([CH3:4])([CH3:3])[CH3:2].Cl.[OH:21][C@@H:22]([CH2:52]O)[CH2:23][N:24]1[CH:28]=[CH:27][C:26]([NH:29]C(=O)[C@@H](N2CC(OC3C=CC=C(Cl)C=3Cl)=CC2=O)CC(C)C)=[N:25]1.[CH:54](N(CC)C(C)C)(C)C.F[P-](F)(F)(F)(F)F.N1(O[P+](N(C)C)(N(C)C)N(C)C)C2C=CC=CC=2N=N1. (4) Given the product [CH3:29][Si:2]([CH3:1])([CH3:28])[CH2:3][CH2:4][O:5][C:6](=[O:27])[CH:7]([NH:22][C:23]([O:25][CH3:26])=[O:24])[CH2:8][C:9]1[C:18]2[C:13](=[CH:14][CH:15]=[CH:16][CH:17]=2)[C:12]([NH2:19])=[CH:11][CH:10]=1, predict the reactants needed to synthesize it. The reactants are: [CH3:1][Si:2]([CH3:29])([CH3:28])[CH2:3][CH2:4][O:5][C:6](=[O:27])[CH:7]([NH:22][C:23]([O:25][CH3:26])=[O:24])[CH2:8][C:9]1[C:18]2[C:13](=[CH:14][CH:15]=[CH:16][CH:17]=2)[C:12]([N+:19]([O-])=O)=[CH:11][CH:10]=1. (5) Given the product [OH:10][CH2:9][C:7]1[CH:6]=[CH:5][CH:4]=[C:3]([O:2][CH3:1])[N:8]=1, predict the reactants needed to synthesize it. The reactants are: [CH3:1][O:2][C:3]1[N:8]=[C:7]([CH:9]=[O:10])[CH:6]=[CH:5][CH:4]=1.[BH4-].[Na+]. (6) The reactants are: [C:1]([C:5]1[CH:14]=[CH:13][C:8]([C:9]([O:11][CH3:12])=[O:10])=[C:7]([OH:15])[CH:6]=1)([CH3:4])([CH3:3])[CH3:2].F[C:17]1[CH:22]=[CH:21][CH:20]=[C:19]([C:23]([F:26])([F:25])[F:24])[N:18]=1.C([O-])([O-])=O.[Cs+].[Cs+]. Given the product [C:1]([C:5]1[CH:14]=[CH:13][C:8]([C:9]([O:11][CH3:12])=[O:10])=[C:7]([O:15][C:17]2[CH:22]=[CH:21][CH:20]=[C:19]([C:23]([F:26])([F:25])[F:24])[N:18]=2)[CH:6]=1)([CH3:4])([CH3:2])[CH3:3], predict the reactants needed to synthesize it.